The task is: Regression. Given a peptide amino acid sequence and an MHC pseudo amino acid sequence, predict their binding affinity value. This is MHC class I binding data.. This data is from Peptide-MHC class I binding affinity with 185,985 pairs from IEDB/IMGT. (1) The peptide sequence is THNDEIMR. The MHC is H-2-Kb with pseudo-sequence H-2-Kb. The binding affinity (normalized) is 0. (2) The MHC is HLA-B58:01 with pseudo-sequence HLA-B58:01. The binding affinity (normalized) is 0.397. The peptide sequence is ERSWNTGFDW.